From a dataset of Forward reaction prediction with 1.9M reactions from USPTO patents (1976-2016). Predict the product of the given reaction. (1) Given the reactants C(OC(=O)[NH:7][C@H:8]([CH2:13][S:14](=[O:18])(=[O:17])[NH:15][CH3:16])[CH2:9][CH:10]([CH3:12])[CH3:11])(C)(C)C.[ClH:20], predict the reaction product. The product is: [ClH:20].[CH3:16][NH:15][S:14]([CH2:13][C@@H:8]([NH2:7])[CH2:9][CH:10]([CH3:11])[CH3:12])(=[O:17])=[O:18]. (2) Given the reactants Cl[C:2]1[CH:14]2[CH:6]([NH:7][C:8]3[C:13]2=[CH:12][C:11]([O:15][CH3:16])=[C:10]([O:17][CH3:18])[CH:9]=3)[N:5]=[CH:4][N:3]=1.[NH:19]1[CH2:24][CH2:23][NH:22][CH2:21][CH2:20]1.N1C=CC=CC=1, predict the reaction product. The product is: [CH3:16][O:15][C:11]1[CH:12]=[C:13]2[C:8](=[CH:9][C:10]=1[O:17][CH3:18])[NH:7][C:6]1[N:5]=[CH:4][N:3]=[C:2]([N:19]3[CH2:24][CH2:23][NH:22][CH2:21][CH2:20]3)[C:14]2=1. (3) Given the reactants [CH2:1]1[CH2:10][O:9][C:8]2[CH:7]=[CH:6][C:5]([NH:11][C:12]3[C:17]([F:18])=[CH:16][N:15]=[C:14]([NH:19][C:20]4[CH:25]=[CH:24][CH:23]=[C:22](O)[CH:21]=4)[N:13]=3)=[CH:4][C:3]=2[O:2]1.ClC1N=C(NC2C=CC3OCCOC=3C=2)C(F)=CN=1.[N:46]1([S:51](C2C=CC(N)=CC=2)(=[O:53])=[O:52])[CH2:50][CH2:49][CH2:48][CH2:47]1, predict the reaction product. The product is: [CH2:1]1[CH2:10][O:9][C:8]2[CH:7]=[CH:6][C:5]([NH:11][C:12]3[C:17]([F:18])=[CH:16][N:15]=[C:14]([NH:19][C:20]4[CH:25]=[CH:24][C:23]([S:51]([N:46]5[CH2:50][CH2:49][CH2:48][CH2:47]5)(=[O:53])=[O:52])=[CH:22][CH:21]=4)[N:13]=3)=[CH:4][C:3]=2[O:2]1. (4) The product is: [F:2][C:3]([F:15])([F:16])[C:4]1[CH:5]=[C:6]([CH:7]=[CH:8][CH:9]=1)[NH:10][C:11]([NH:12][N:13]=[C:26]1[C:25]2[C:20](=[CH:21][CH:22]=[C:23]([S:28][CH2:29][CH2:30][CH2:31][C:32]3[CH:33]=[CH:34][C:35]([C:36]([OH:38])=[O:37])=[CH:39][CH:40]=3)[CH:24]=2)[N:19]([CH2:41][CH2:42][CH3:43])[C:18]1=[O:17])=[O:14]. Given the reactants Cl.[F:2][C:3]([F:16])([F:15])[C:4]1[CH:5]=[C:6]([NH:10][C:11](=[O:14])[NH:12][NH2:13])[CH:7]=[CH:8][CH:9]=1.[O:17]=[C:18]1[C:26](=O)[C:25]2[C:20](=[CH:21][CH:22]=[C:23]([S:28][CH2:29][CH2:30][CH2:31][C:32]3[CH:40]=[CH:39][C:35]([C:36]([OH:38])=[O:37])=[CH:34][CH:33]=3)[CH:24]=2)[N:19]1[CH2:41][CH2:42][CH3:43], predict the reaction product.